From a dataset of Forward reaction prediction with 1.9M reactions from USPTO patents (1976-2016). Predict the product of the given reaction. (1) Given the reactants [C:1]([C:5]1[S:9][C:8]([C:10]([O:12][CH3:13])=[O:11])=[C:7]([CH3:14])[CH:6]=1)([CH3:4])([CH3:3])[CH3:2].[Br:15]N1C(=O)CCC1=O, predict the reaction product. The product is: [Br:15][CH2:14][C:7]1[CH:6]=[C:5]([C:1]([CH3:4])([CH3:3])[CH3:2])[S:9][C:8]=1[C:10]([O:12][CH3:13])=[O:11]. (2) Given the reactants [F:1][C:2]1[CH:3]=[C:4]([C:8]2[N:13]=[CH:12][C:11]([C:14]([OH:16])=O)=[CH:10][N:9]=2)[CH:5]=[CH:6][CH:7]=1.C1C=NC2N(O)N=NC=2C=1.CN(C(ON1N=NC2C=CC=NC1=2)=[N+](C)C)C.F[P-](F)(F)(F)(F)F.[F:51][C:52]1[CH:53]=[C:54]2[C:58](=[CH:59][CH:60]=1)[N:57]([NH2:61])[C:56]([CH3:62])=[CH:55]2.CCN(C(C)C)C(C)C, predict the reaction product. The product is: [F:51][C:52]1[CH:53]=[C:54]2[C:58](=[CH:59][CH:60]=1)[N:57]([NH:61][C:14]([C:11]1[CH:12]=[N:13][C:8]([C:4]3[CH:5]=[CH:6][CH:7]=[C:2]([F:1])[CH:3]=3)=[N:9][CH:10]=1)=[O:16])[C:56]([CH3:62])=[CH:55]2. (3) Given the reactants [OH:1][C:2]1[CH:7]=[CH:6][C:5]([C@H:8]2[CH2:12][C:11]3([CH2:17][CH2:16][N:15]([C:18]([O:20][C:21]([CH3:24])([CH3:23])[CH3:22])=[O:19])[CH2:14][CH2:13]3)[O:10][CH2:9]2)=[CH:4][CH:3]=1.C(=O)([O-])[O-].[K+].[K+].Br[CH2:32][C:33]1[CH:38]=[CH:37][C:36]([C:39]([F:42])([F:41])[F:40])=[CH:35][N:34]=1, predict the reaction product. The product is: [F:42][C:39]([F:40])([F:41])[C:36]1[CH:37]=[CH:38][C:33]([CH2:32][O:1][C:2]2[CH:7]=[CH:6][C:5]([C@H:8]3[CH2:12][C:11]4([CH2:13][CH2:14][N:15]([C:18]([O:20][C:21]([CH3:24])([CH3:23])[CH3:22])=[O:19])[CH2:16][CH2:17]4)[O:10][CH2:9]3)=[CH:4][CH:3]=2)=[N:34][CH:35]=1. (4) Given the reactants C([N:8]1[CH2:12][CH2:11][C:10]2([CH2:17][CH2:16][C:15]([C:18]3[CH:19]=[N:20][CH:21]=[CH:22][CH:23]=3)=[CH:14][CH2:13]2)[CH2:9]1)C1C=CC=CC=1, predict the reaction product. The product is: [N:20]1[CH:21]=[CH:22][CH:23]=[C:18]([CH:15]2[CH2:16][CH2:17][C:10]3([CH2:9][NH:8][CH2:12][CH2:11]3)[CH2:13][CH2:14]2)[CH:19]=1.